Dataset: Catalyst prediction with 721,799 reactions and 888 catalyst types from USPTO. Task: Predict which catalyst facilitates the given reaction. Product: [N:16]1([C:21]2[CH:22]=[C:23]([NH:27][C:11]([C:9]3[CH2:8][CH2:7][O:6][C:5]4[CH:14]=[CH:15][C:2]([F:1])=[CH:3][C:4]=4[CH:10]=3)=[O:13])[CH:24]=[CH:25][CH:26]=2)[CH:20]=[N:19][CH:18]=[N:17]1. Reactant: [F:1][C:2]1[CH:15]=[CH:14][C:5]2[O:6][CH2:7][CH2:8][C:9]([C:11]([OH:13])=O)=[CH:10][C:4]=2[CH:3]=1.[N:16]1([C:21]2[CH:22]=[C:23]([NH2:27])[CH:24]=[CH:25][CH:26]=2)[CH:20]=[N:19][CH:18]=[N:17]1.Cl.C(N=C=NCCCN(C)C)C. The catalyst class is: 4.